From a dataset of Peptide-MHC class I binding affinity with 185,985 pairs from IEDB/IMGT. Regression. Given a peptide amino acid sequence and an MHC pseudo amino acid sequence, predict their binding affinity value. This is MHC class I binding data. (1) The MHC is Mamu-B17 with pseudo-sequence Mamu-B17. The binding affinity (normalized) is 0.518. The peptide sequence is RFPKTFGW. (2) The peptide sequence is TSRNKRGVFVL. The MHC is Mamu-A02 with pseudo-sequence Mamu-A02. The binding affinity (normalized) is 0.469. (3) The peptide sequence is YTLFQQTGR. The MHC is HLA-A33:01 with pseudo-sequence HLA-A33:01. The binding affinity (normalized) is 0.706. (4) The peptide sequence is GYVTHGFNL. The MHC is HLA-A24:02 with pseudo-sequence HLA-A24:02. The binding affinity (normalized) is 0.344. (5) The peptide sequence is VMWAGPWSS. The MHC is HLA-A02:19 with pseudo-sequence HLA-A02:19. The binding affinity (normalized) is 0.462. (6) The peptide sequence is GSSDFQVHFLK. The MHC is HLA-A01:01 with pseudo-sequence HLA-A01:01. The binding affinity (normalized) is 0.0847. (7) The peptide sequence is VRSSPASFEKK. The MHC is H-2-Kb with pseudo-sequence H-2-Kb. The binding affinity (normalized) is 0.102.